Dataset: Full USPTO retrosynthesis dataset with 1.9M reactions from patents (1976-2016). Task: Predict the reactants needed to synthesize the given product. (1) Given the product [C:2]([O:5][C:6]([N:8]1[CH2:9][C:10](=[O:11])[CH2:12][C@H:13]1[C:14]([N:21]1[CH2:22][CH2:23][C@H:19]([F:18])[CH2:20]1)=[O:16])=[O:7])([CH3:1])([CH3:3])[CH3:4], predict the reactants needed to synthesize it. The reactants are: [CH3:1][C:2]([O:5][C:6]([N:8]1[C@H:13]([C:14]([OH:16])=O)[CH2:12][C:10](=[O:11])[CH2:9]1)=[O:7])([CH3:4])[CH3:3].Cl.[F:18][C@H:19]1[CH2:23][CH2:22][NH:21][CH2:20]1.C1C=CC2N(O)N=NC=2C=1.C(Cl)CCl. (2) Given the product [CH3:1][C:2]1([CH3:7])[CH2:5][O:6][S:14](=[O:15])(=[O:18])[O:4][CH2:3]1, predict the reactants needed to synthesize it. The reactants are: [CH3:1][C:2]([CH3:7])([CH2:5][OH:6])[CH2:3][OH:4].N1C=CC=CC=1.[S:14](Cl)(Cl)=[O:15].[O-:18]I(=O)(=O)=O.[Na+]. (3) Given the product [CH3:28][N:10]([CH2:11][CH2:12][C:13]1[S:14][CH:15]=[CH:16][CH:17]=1)[C:8](=[O:9])[C:7]([C:1]1[CH:2]=[CH:3][CH:4]=[CH:5][CH:6]=1)([C:19]1[CH:20]=[CH:21][CH:22]=[CH:23][CH:24]=1)[CH3:18], predict the reactants needed to synthesize it. The reactants are: [C:1]1([C:7]([C:19]2[CH:24]=[CH:23][CH:22]=[CH:21][CH:20]=2)([CH3:18])[C:8]([NH:10][CH2:11][CH2:12][C:13]2[S:14][CH:15]=[CH:16][CH:17]=2)=[O:9])[CH:6]=[CH:5][CH:4]=[CH:3][CH:2]=1.[H-].[Na+].I[CH3:28]. (4) Given the product [CH3:21][O:22][C:23]([C:25]1([CH2:35][CH2:36][NH:20][C:3]2[CH:4]=[CH:5][C:6]([N:8]3[CH2:9][CH2:10][CH:11]([N:14]4[CH2:18][CH2:17][CH2:16][C@@H:15]4[CH3:19])[CH2:12][CH2:13]3)=[CH:7][C:2]=2[CH3:1])[CH2:26][CH2:27][CH:28]([C:31]([O:33][CH3:34])=[O:32])[CH2:29][CH2:30]1)=[O:24], predict the reactants needed to synthesize it. The reactants are: [CH3:1][C:2]1[CH:7]=[C:6]([N:8]2[CH2:13][CH2:12][CH:11]([N:14]3[CH2:18][CH2:17][CH2:16][C@@H:15]3[CH3:19])[CH2:10][CH2:9]2)[CH:5]=[CH:4][C:3]=1[NH2:20].[CH3:21][O:22][C:23]([C:25]1([CH2:35][CH:36]=O)[CH2:30][CH2:29][CH:28]([C:31]([O:33][CH3:34])=[O:32])[CH2:27][CH2:26]1)=[O:24].[BH-](OC(C)=O)(OC(C)=O)OC(C)=O.[Na+].CC(O)=O.